This data is from Full USPTO retrosynthesis dataset with 1.9M reactions from patents (1976-2016). The task is: Predict the reactants needed to synthesize the given product. Given the product [Cl:11][C:12]1[CH:13]=[CH:14][C:15]([CH:18]([N:21]2[CH2:22][CH2:23][C:24]([F:28])([F:27])[CH2:25][CH2:26]2)[CH2:19][NH:20][C:4](=[O:6])[C:3]2[CH:7]=[CH:8][CH:9]=[CH:10][C:2]=2[CH3:1])=[CH:16][CH:17]=1, predict the reactants needed to synthesize it. The reactants are: [CH3:1][C:2]1[CH:10]=[CH:9][CH:8]=[CH:7][C:3]=1[C:4]([OH:6])=O.[Cl:11][C:12]1[CH:17]=[CH:16][C:15]([CH:18]([N:21]2[CH2:26][CH2:25][C:24]([F:28])([F:27])[CH2:23][CH2:22]2)[CH2:19][NH2:20])=[CH:14][CH:13]=1.